Dataset: Peptide-MHC class II binding affinity with 134,281 pairs from IEDB. Task: Regression. Given a peptide amino acid sequence and an MHC pseudo amino acid sequence, predict their binding affinity value. This is MHC class II binding data. The peptide sequence is ISSMVEAMVSRARID. The MHC is DRB1_1501 with pseudo-sequence DRB1_1501. The binding affinity (normalized) is 0.